From a dataset of Catalyst prediction with 721,799 reactions and 888 catalyst types from USPTO. Predict which catalyst facilitates the given reaction. (1) Reactant: [Cl:1][C:2]1[CH:3]=[C:4]([CH2:17][N:18]2[C:22]([CH3:23])=[CH:21][C:20]([C:24]([NH:26][C@@H:27]3[CH2:31][CH2:30][NH:29][CH2:28]3)=[O:25])=[N:19]2)[C:5]2[O:9][C:8]([C:10]3[CH:15]=[CH:14][CH:13]=[CH:12][CH:11]=3)=[CH:7][C:6]=2[CH:16]=1.C(N1CC[O:37][CH2:36][CH2:35]1)C.C(OC(=O)C)(=O)C. Product: [C:36]([N:29]1[CH2:30][CH2:31][C@@H:27]([NH:26][C:24]([C:20]2[CH:21]=[C:22]([CH3:23])[N:18]([CH2:17][C:4]3[C:5]4[O:9][C:8]([C:10]5[CH:15]=[CH:14][CH:13]=[CH:12][CH:11]=5)=[CH:7][C:6]=4[CH:16]=[C:2]([Cl:1])[CH:3]=3)[N:19]=2)=[O:25])[CH2:28]1)(=[O:37])[CH3:35]. The catalyst class is: 4. (2) Reactant: C([O:3][C:4](=[O:39])[CH2:5][C:6]1[CH:11]=[CH:10][C:9]([N:12]2[C:21](=[O:22])[C:20]3[C:15](=[CH:16][CH:17]=[CH:18][CH:19]=3)[N:14]([CH2:23][C:24](=[O:37])[NH:25][C:26]3[CH:31]=[C:30]([Cl:32])[C:29]([O:33][CH3:34])=[CH:28][C:27]=3[O:35][CH3:36])[C:13]2=[O:38])=[CH:8][CH:7]=1)C.CCCC[Sn](O[Sn](CCCC)(CCCC)CCCC)(CCCC)CCCC. Product: [Cl:32][C:30]1[C:29]([O:33][CH3:34])=[CH:28][C:27]([O:35][CH3:36])=[C:26]([NH:25][C:24]([CH2:23][N:14]2[C:15]3[C:20](=[CH:19][CH:18]=[CH:17][CH:16]=3)[C:21](=[O:22])[N:12]([C:9]3[CH:10]=[CH:11][C:6]([CH2:5][C:4]([OH:39])=[O:3])=[CH:7][CH:8]=3)[C:13]2=[O:38])=[O:37])[CH:31]=1. The catalyst class is: 11.